From a dataset of Full USPTO retrosynthesis dataset with 1.9M reactions from patents (1976-2016). Predict the reactants needed to synthesize the given product. (1) Given the product [CH3:14][O:13][CH:3]([O:2][CH3:1])[CH2:4][C:5]1[N:12]=[CH:11][CH:10]=[CH:9][C:6]=1[C:7]([NH2:8])=[O:16], predict the reactants needed to synthesize it. The reactants are: [CH3:1][O:2][CH:3]([O:13][CH3:14])[CH2:4][C:5]1[N:12]=[CH:11][CH:10]=[CH:9][C:6]=1[C:7]#[N:8].C([O-])([O-])=[O:16].[Na+].[Na+].OO. (2) Given the product [CH3:6][C:7]1[CH:27]=[C:26]([C:28]2[C:32]([CH3:33])=[C:31]([C:34]#[N:36])[N:30]([CH3:37])[N:29]=2)[CH:25]=[CH:24][C:8]=1[O:9][CH2:10][C:11]1[CH:16]=[CH:15][CH:14]=[CH:13][C:12]=1[N:17]1[C:21](=[O:22])[N:20]([CH3:23])[N:19]=[N:18]1, predict the reactants needed to synthesize it. The reactants are: P(Cl)(Cl)(Cl)=O.[CH3:6][C:7]1[CH:27]=[C:26]([C:28]2[C:32]([CH3:33])=[C:31]([C:34]([NH2:36])=O)[N:30]([CH3:37])[N:29]=2)[CH:25]=[CH:24][C:8]=1[O:9][CH2:10][C:11]1[CH:16]=[CH:15][CH:14]=[CH:13][C:12]=1[N:17]1[C:21](=[O:22])[N:20]([CH3:23])[N:19]=[N:18]1.N1C=CC=CC=1. (3) Given the product [Br:12][CH2:1][C:2]1[CH:9]=[CH:8][C:5]([C:6]#[N:7])=[C:4]([O:10][CH3:11])[CH:3]=1, predict the reactants needed to synthesize it. The reactants are: [CH3:1][C:2]1[CH:9]=[CH:8][C:5]([C:6]#[N:7])=[C:4]([O:10][CH3:11])[CH:3]=1.[Br:12]N1C(=O)CCC1=O.N(C(C)(C)C#N)=NC(C)(C)C#N. (4) Given the product [CH2:1]([O:8][C@H:9]1[CH2:13][CH2:12][CH2:11][C@@H:10]1[C:14]1[NH:18][N:17]=[CH:16][CH:15]=1)[C:2]1[CH:3]=[CH:4][CH:5]=[CH:6][CH:7]=1, predict the reactants needed to synthesize it. The reactants are: [CH2:1]([O:8][C@H:9]1[CH2:13][CH2:12][CH2:11][C@@H:10]1[C:14]1[N:18](C2CCCCO2)[N:17]=[CH:16][CH:15]=1)[C:2]1[CH:7]=[CH:6][CH:5]=[CH:4][CH:3]=1. (5) The reactants are: [C:1]([C:3]1[C:4]([N:16]2[CH2:21][CH2:20][CH:19]([C:22](O)=[O:23])[CH2:18][CH2:17]2)=[N:5][C:6]([CH3:15])=[C:7]([C:9]([O:11][CH:12]2[CH2:14][CH2:13]2)=[O:10])[CH:8]=1)#[N:2].CN(C(ON1N=NC2C=CC=CC1=2)=[N+](C)C)C.[B-](F)(F)(F)F.CCN(C(C)C)C(C)C.[CH3:56][C:57]1[CH:62]=[CH:61][C:60]([CH2:63][S:64]([NH2:67])(=[O:66])=[O:65])=[CH:59][CH:58]=1. Given the product [C:1]([C:3]1[C:4]([N:16]2[CH2:17][CH2:18][CH:19]([C:22]([NH:67][S:64]([CH2:63][C:60]3[CH:61]=[CH:62][C:57]([CH3:56])=[CH:58][CH:59]=3)(=[O:65])=[O:66])=[O:23])[CH2:20][CH2:21]2)=[N:5][C:6]([CH3:15])=[C:7]([CH:8]=1)[C:9]([O:11][CH:12]1[CH2:13][CH2:14]1)=[O:10])#[N:2], predict the reactants needed to synthesize it.